The task is: Regression/Classification. Given a drug SMILES string, predict its absorption, distribution, metabolism, or excretion properties. Task type varies by dataset: regression for continuous measurements (e.g., permeability, clearance, half-life) or binary classification for categorical outcomes (e.g., BBB penetration, CYP inhibition). Dataset: cyp1a2_veith.. This data is from CYP1A2 inhibition data for predicting drug metabolism from PubChem BioAssay. The drug is COc1ccccc1CCn1c(=O)cnc2cncnc21. The result is 1 (inhibitor).